Dataset: Forward reaction prediction with 1.9M reactions from USPTO patents (1976-2016). Task: Predict the product of the given reaction. (1) Given the reactants [CH3:1][N:2]1[C:10]2[C:5](=[CH:6][C:7]([C:11]3[CH:16]=[CH:15][C:14]([OH:17])=[CH:13][CH:12]=3)=[CH:8][CH:9]=2)[C:4]([CH2:18][CH2:19][CH2:20][CH2:21][CH3:22])=[C:3]1[C:23]1[CH:28]=[CH:27][CH:26]=[CH:25][CH:24]=1.C([O-])([O-])=O.[K+].[K+].Br[CH2:36][C:37]([O:39][CH3:40])=[O:38], predict the reaction product. The product is: [CH3:40][O:39][C:37](=[O:38])[CH2:36][O:17][C:14]1[CH:15]=[CH:16][C:11]([C:7]2[CH:6]=[C:5]3[C:10](=[CH:9][CH:8]=2)[N:2]([CH3:1])[C:3]([C:23]2[CH:24]=[CH:25][CH:26]=[CH:27][CH:28]=2)=[C:4]3[CH2:18][CH2:19][CH2:20][CH2:21][CH3:22])=[CH:12][CH:13]=1. (2) Given the reactants [C:1]([C:4]1[CH:9]=[CH:8][C:7]([S:10]([NH2:13])(=[O:12])=[O:11])=[CH:6][CH:5]=1)([OH:3])=O.C(N1C=CN=C1)(N1C=CN=C1)=O.[F:26][CH:27]1[CH2:32][CH2:31][NH:30][CH2:29][CH2:28]1, predict the reaction product. The product is: [F:26][CH:27]1[CH2:32][CH2:31][N:30]([C:1]([C:4]2[CH:9]=[CH:8][C:7]([S:10]([NH2:13])(=[O:12])=[O:11])=[CH:6][CH:5]=2)=[O:3])[CH2:29][CH2:28]1. (3) Given the reactants [CH3:1][O:2][C:3]([CH:5]1[CH:10](O)[C:9]([CH3:13])([CH3:12])[CH2:8][N:7]([C:14](=[O:22])[C:15]2[CH:20]=[CH:19][C:18]([F:21])=[CH:17][CH:16]=2)[CH2:6]1)=[O:4].C(N(CC)CC)C.CS(Cl)(=O)=O.C1CCN2C(=NCCC2)CC1, predict the reaction product. The product is: [CH3:1][O:2][C:3]([C:5]1[CH2:6][N:7]([C:14](=[O:22])[C:15]2[CH:20]=[CH:19][C:18]([F:21])=[CH:17][CH:16]=2)[CH2:8][C:9]([CH3:13])([CH3:12])[CH:10]=1)=[O:4]. (4) Given the reactants [F:1][C:2]1[CH:7]=[CH:6][C:5]([C:8]2[N:9]=[C:10]3[N:14]([C:15]=2[C:16]2[CH:17]=[CH:18][C:19]4[N+:23]([O-])=[C:22]([C:25]5[CH:30]=[CH:29][N:28]=[CH:27][CH:26]=5)[NH:21][C:20]=4[CH:31]=2)[CH:13]=[CH:12][O:11]3)=[CH:4][CH:3]=1.O.O.[Sn](Cl)Cl.C([O-])(O)=O.[Na+].N([O-])=O.[Na+], predict the reaction product. The product is: [F:1][C:2]1[CH:7]=[CH:6][C:5]([C:8]2[N:9]=[C:10]3[N:14]([C:15]=2[C:16]2[CH:17]=[CH:18][C:19]4[N:23]=[C:22]([C:25]5[CH:30]=[CH:29][N:28]=[CH:27][CH:26]=5)[NH:21][C:20]=4[CH:31]=2)[CH:13]=[CH:12][O:11]3)=[CH:4][CH:3]=1.